Predict the reaction yield, written as a fraction of the theoretical maximum amount of product (1.0 means a 100% yield; for example, 0.34 means a 34% yield). From a dataset of Reaction yield outcomes from USPTO patents with 853,638 reactions. The reactants are [CH3:1][C:2]1[C:3]([CH2:20][CH:21]=O)=[C:4]2[C:9](=[CH:10][CH:11]=1)[N:8]1[CH:12]=[N:13][C:14]([C:15]([O:17][CH2:18][CH3:19])=[O:16])=[C:7]1[CH:6]=[CH:5]2.[CH3:23][C:24]1[CH:33]=[CH:32][C:31]2[C:26](=[CH:27][CH:28]=[CH:29][C:30]=2[CH:34]2[CH2:39][CH2:38][NH:37][CH2:36][CH2:35]2)[N:25]=1.C(O[BH-](OC(=O)C)OC(=O)C)(=O)C.[Na+]. The catalyst is ClCCCl. The product is [CH3:1][C:2]1[C:3]([CH2:20][CH2:21][N:37]2[CH2:38][CH2:39][CH:34]([C:30]3[CH:29]=[CH:28][CH:27]=[C:26]4[C:31]=3[CH:32]=[CH:33][C:24]([CH3:23])=[N:25]4)[CH2:35][CH2:36]2)=[C:4]2[C:9](=[CH:10][CH:11]=1)[N:8]1[CH:12]=[N:13][C:14]([C:15]([O:17][CH2:18][CH3:19])=[O:16])=[C:7]1[CH:6]=[CH:5]2. The yield is 0.470.